This data is from Full USPTO retrosynthesis dataset with 1.9M reactions from patents (1976-2016). The task is: Predict the reactants needed to synthesize the given product. (1) Given the product [CH3:65][N:64]([CH3:66])[C:61]1[CH:60]=[CH:59][C:58]([N:55]2[C:45]3[N:46]=[C:47]([N:49]4[CH2:50][CH2:51][O:52][CH2:53][CH2:54]4)[N:48]=[C:43]([C:39]4[CH:38]=[C:37]([OH:36])[CH:42]=[CH:41][CH:40]=4)[C:44]=3[CH2:57][CH2:56]2)=[CH:63][CH:62]=1, predict the reactants needed to synthesize it. The reactants are: ClC1C(CCCl)=C(C2C=CC=C(OC)C=2)N=C(N2CCOCC2)N=1.CN(C)C1C=CC(N)=CC=1.C[O:36][C:37]1[CH:38]=[C:39]([C:43]2[C:44]3[CH2:57][CH2:56][N:55]([C:58]4[CH:63]=[CH:62][C:61]([N:64]([CH3:66])[CH3:65])=[CH:60][CH:59]=4)[C:45]=3[N:46]=[C:47]([N:49]3[CH2:54][CH2:53][O:52][CH2:51][CH2:50]3)[N:48]=2)[CH:40]=[CH:41][CH:42]=1. (2) Given the product [CH:2]([C:3]1[NH:4][C:5]2[C:10]([CH:11]=1)=[CH:9][CH:8]=[CH:7][C:6]=2[NH:12][S:13]([C:16]1[S:17][CH:18]=[CH:19][CH:20]=1)(=[O:14])=[O:15])=[O:1], predict the reactants needed to synthesize it. The reactants are: [OH:1][CH2:2][C:3]1[NH:4][C:5]2[C:10]([CH:11]=1)=[CH:9][CH:8]=[CH:7][C:6]=2[NH:12][S:13]([C:16]1[S:17][CH:18]=[CH:19][CH:20]=1)(=[O:15])=[O:14]. (3) The reactants are: [CH3:1][CH:2]1[CH2:10][C:9]2[C:4](=[CH:5][CH:6]=[C:7]([C:11]([O:20][Si](CC)(CC)CC)([C:16]([F:19])([F:18])[F:17])[C:12]([F:15])([F:14])[F:13])[CH:8]=2)[N:3]1[CH:28]([C:31]1[CH:36]=[CH:35][CH:34]=[CH:33][CH:32]=1)[CH2:29][OH:30].CCCC[N+](CCCC)(CCCC)CCCC.[F-].CCOCC.[NH4+].[Cl-]. Given the product [F:15][C:12]([F:13])([F:14])[C:11]([C:7]1[CH:8]=[C:9]2[C:4](=[CH:5][CH:6]=1)[N:3]([CH:28]([C:31]1[CH:36]=[CH:35][CH:34]=[CH:33][CH:32]=1)[CH2:29][OH:30])[CH:2]([CH3:1])[CH2:10]2)([OH:20])[C:16]([F:19])([F:18])[F:17], predict the reactants needed to synthesize it. (4) Given the product [CH3:1][C:2]1[CH:7]=[CH:6][C:5]([S:8]([O:11][CH2:12][CH:13]2[CH2:17][C:16]3[CH:18]=[C:19]([F:23])[CH:20]=[C:21]([C:26]4[CH:27]=[CH:28][CH:29]=[CH:30][C:25]=4[Cl:24])[C:15]=3[O:14]2)(=[O:10])=[O:9])=[CH:4][CH:3]=1, predict the reactants needed to synthesize it. The reactants are: [CH3:1][C:2]1[CH:7]=[CH:6][C:5]([S:8]([O:11][CH2:12][CH:13]2[CH2:17][C:16]3[CH:18]=[C:19]([F:23])[CH:20]=[C:21](Br)[C:15]=3[O:14]2)(=[O:10])=[O:9])=[CH:4][CH:3]=1.[Cl:24][C:25]1[CH:30]=[CH:29][CH:28]=[CH:27][C:26]=1B(O)O.C(=O)([O-])[O-].[K+].[K+].CC1C=CC(S(OCC2CC3C(C4C=CC=CC=4)=CC=CC=3O2)(=O)=O)=CC=1.